Dataset: Full USPTO retrosynthesis dataset with 1.9M reactions from patents (1976-2016). Task: Predict the reactants needed to synthesize the given product. Given the product [NH:1]1[C:9]2[C:4](=[CH:5][CH:6]=[CH:7][CH:8]=2)[CH:3]=[C:2]1[C:10]([NH2:15])=[O:12], predict the reactants needed to synthesize it. The reactants are: [NH:1]1[C:9]2[C:4](=[CH:5][CH:6]=[CH:7][CH:8]=2)[CH:3]=[C:2]1[C:10]([OH:12])=O.C(N1C=CN=C1)([N:15]1C=CN=C1)=O.